This data is from Forward reaction prediction with 1.9M reactions from USPTO patents (1976-2016). The task is: Predict the product of the given reaction. (1) Given the reactants C(OC([N:8]1[CH2:13][CH2:12][NH:11][CH2:10][CH2:9]1)=O)(C)(C)C.[Cl:14][C:15]1[CH:16]=[C:17]2[C:22](=[CH:23][CH:24]=1)[CH:21]=[C:20]([S:25](Cl)(=[O:27])=[O:26])[CH:19]=[CH:18]2, predict the reaction product. The product is: [ClH:14].[Cl:14][C:15]1[CH:16]=[C:17]2[C:22](=[CH:23][CH:24]=1)[CH:21]=[C:20]([S:25]([N:8]1[CH2:9][CH2:10][NH:11][CH2:12][CH2:13]1)(=[O:27])=[O:26])[CH:19]=[CH:18]2. (2) Given the reactants [CH3:1][Mg]Br.[F:4][C:5]1[CH:6]=[C:7]([NH:17][C:18]2[N:35]=[C:21]3[CH:22]([C:28]4[CH:33]=[CH:32][C:31]([F:34])=[CH:30][CH:29]=4)[CH2:23][C:24](=[O:27])[CH2:25][CH2:26][N:20]3[N:19]=2)[CH:8]=[CH:9][C:10]=1[N:11]1[CH:15]=[N:14][C:13]([CH3:16])=[N:12]1, predict the reaction product. The product is: [F:4][C:5]1[CH:6]=[C:7]([NH:17][C:18]2[N:35]=[C:21]3[C@@H:22]([C:28]4[CH:29]=[CH:30][C:31]([F:34])=[CH:32][CH:33]=4)[CH2:23][C@:24]([CH3:1])([OH:27])[CH2:25][CH2:26][N:20]3[N:19]=2)[CH:8]=[CH:9][C:10]=1[N:11]1[CH:15]=[N:14][C:13]([CH3:16])=[N:12]1. (3) Given the reactants [OH:1][CH2:2][CH2:3][C@H:4]1[CH2:6][C@@H:5]1[C:7]1[CH:12]=[CH:11][C:10]([C:13]2[CH:18]=[CH:17][C:16]([C:19]#[N:20])=[CH:15][CH:14]=2)=[CH:9][CH:8]=1.[CH3:21][S:22](Cl)(=[O:24])=[O:23].C(N(CC)CC)C.O, predict the reaction product. The product is: [CH3:21][S:22]([O:1][CH2:2][CH2:3][C@H:4]1[CH2:6][C@@H:5]1[C:7]1[CH:12]=[CH:11][C:10]([C:13]2[CH:14]=[CH:15][C:16]([C:19]#[N:20])=[CH:17][CH:18]=2)=[CH:9][CH:8]=1)(=[O:24])=[O:23].